Dataset: Forward reaction prediction with 1.9M reactions from USPTO patents (1976-2016). Task: Predict the product of the given reaction. (1) Given the reactants [NH2:1][C:2]1[N:7]=[CH:6][N:5]=[C:4]([N:8]2[CH2:13][C@@H:12]3[CH2:14][C@H:9]2[CH2:10][N:11]3C(OC(C)(C)C)=O)[CH:3]=1.[H-].[Na+].Cl[C:25]1[S:26][C:27]([C:30]#[N:31])=[CH:28][N:29]=1, predict the reaction product. The product is: [C@H:9]12[CH2:14][C@H:12]([NH:11][CH2:10]1)[CH2:13][N:8]2[C:4]1[N:5]=[CH:6][N:7]=[C:2]([NH:1][C:25]2[S:26][C:27]([C:30]#[N:31])=[CH:28][N:29]=2)[CH:3]=1. (2) The product is: [C:41]([OH:40])(=[O:43])/[CH:42]=[CH:10]/[C:23]([OH:24])=[O:46].[F:1][C:2]1[C:7]([C:8]2[CH:9]=[C:10]([CH2:23][NH:52][CH3:51])[S:11][C:12]=2[S:13]([C:16]2[CH:17]=[N:18][C:19]([CH3:22])=[CH:20][CH:21]=2)(=[O:15])=[O:14])=[CH:6][CH:5]=[CH:4][N:3]=1. Given the reactants [F:1][C:2]1[C:7]([C:8]2[CH:9]=[C:10]([CH:23]=[O:24])[S:11][C:12]=2[S:13]([C:16]2[CH:17]=[N:18][C:19]([CH3:22])=[CH:20][CH:21]=2)(=[O:15])=[O:14])=[CH:6][CH:5]=[CH:4][N:3]=1.S([O-])([O-])(=O)=O.[Mg+2].[C:41]([O:40][BH-]([O:40][C:41](=[O:43])[CH3:42])[O:40][C:41](=[O:43])[CH3:42])(=[O:43])[CH3:42].[Na+].C(=O)([O-])[OH:46].[Na+].Cl.[CH3:51][NH2:52], predict the reaction product. (3) Given the reactants [CH3:1][O:2][C:3]1[CH:4]=[C:5]([CH2:10][CH:11]([F:17])[C:12]([O:14][CH2:15][CH3:16])=[O:13])[CH:6]=[CH:7][C:8]=1[OH:9].Br[CH2:19][C:20]#[CH:21], predict the reaction product. The product is: [CH3:1][O:2][C:3]1[CH:4]=[C:5]([CH2:10][CH:11]([F:17])[C:12]([O:14][CH2:15][CH3:16])=[O:13])[CH:6]=[CH:7][C:8]=1[O:9][CH2:21][C:20]#[CH:19]. (4) Given the reactants [Cl:1][C:2]1[CH:32]=[CH:31][C:5]([CH2:6][NH:7][C:8]([C:10]2[C:19](=O)[C:18]3[C:13]4=[C:14]([O:28][CH2:29][CH2:30][N:12]4[CH:11]=2)[CH:15]=[C:16]([CH2:21][N:22]2[CH2:27][CH2:26][O:25][CH2:24][CH2:23]2)[CH:17]=3)=[O:9])=[CH:4][CH:3]=1.C[Si]([N-][Si](C)(C)C)(C)C.[K+].COC1C=CC(P2(SP(C3C=CC(OC)=CC=3)(=S)S2)=[S:52])=CC=1.C1(C)C=CC=CC=1, predict the reaction product. The product is: [Cl:1][C:2]1[CH:32]=[CH:31][C:5]([CH2:6][NH:7][C:8]([C:10]2[C:19](=[S:52])[C:18]3[C:13]4=[C:14]([O:28][CH2:29][CH2:30][N:12]4[CH:11]=2)[CH:15]=[C:16]([CH2:21][N:22]2[CH2:27][CH2:26][O:25][CH2:24][CH2:23]2)[CH:17]=3)=[O:9])=[CH:4][CH:3]=1. (5) Given the reactants [N+:1]([C:4]1[CH:5]=[C:6]([CH:8]=[CH:9][CH:10]=1)[NH2:7])([O-:3])=[O:2].C(N(CC)CC)C.[Cl-].ClC1N(C)CC[NH+]1C.[CH3:27][O:28][C:29]1[C:30](=[O:53])[C:31]([CH3:52])=[C:32]([CH2:38][C:39]2[CH:40]=[CH:41][C:42]([O:48][C:49](=[O:51])[CH3:50])=[C:43]([CH:47]=2)[C:44](O)=[O:45])[C:33](=[O:37])[C:34]=1[O:35][CH3:36], predict the reaction product. The product is: [CH3:27][O:28][C:29]1[C:30](=[O:53])[C:31]([CH3:52])=[C:32]([CH2:38][C:39]2[CH:40]=[CH:41][C:42]([O:48][C:49](=[O:51])[CH3:50])=[C:43]([CH:47]=2)[C:44]([NH:7][C:6]2[CH:8]=[CH:9][CH:10]=[C:4]([N+:1]([O-:3])=[O:2])[CH:5]=2)=[O:45])[C:33](=[O:37])[C:34]=1[O:35][CH3:36].